Task: Predict the product of the given reaction.. Dataset: Forward reaction prediction with 1.9M reactions from USPTO patents (1976-2016) (1) Given the reactants [Cl:1][C:2]1[CH:7]=[CH:6][CH:5]=[CH:4][C:3]=1[CH:8]([O:10][C:11](=[O:34])[NH:12][C:13]1[C:14]([CH3:33])=[N:15][O:16][C:17]=1[C:18]1[CH:23]=[CH:22][C:21](B2OC(C)(C)C(C)(C)O2)=[CH:20][CH:19]=1)[CH3:9].Br[C:36]1[CH:41]=[CH:40][CH:39]=[CH:38][C:37]=1[CH2:42][C:43]([OH:45])=[O:44], predict the reaction product. The product is: [Cl:1][C:2]1[CH:7]=[CH:6][CH:5]=[CH:4][C:3]=1[CH:8]([O:10][C:11]([NH:12][C:13]1[C:14]([CH3:33])=[N:15][O:16][C:17]=1[C:18]1[CH:19]=[CH:20][C:21]([C:36]2[CH:41]=[CH:40][CH:39]=[CH:38][C:37]=2[CH2:42][C:43]([OH:45])=[O:44])=[CH:22][CH:23]=1)=[O:34])[CH3:9]. (2) Given the reactants Cl[CH2:2][CH2:3][CH2:4][C:5]([NH:7][CH2:8][CH:9]1[N:18]2[C:13](=[CH:14][C:15](=[O:24])[C:16]([C:19]([O:21]CC)=[O:20])=[CH:17]2)[C:12]2[CH:25]=[C:26]([O:32][CH2:33][CH3:34])[C:27]([O:29][CH2:30][CH3:31])=[CH:28][C:11]=2[CH2:10]1)=[O:6].CC([O-])(C)C.[K+].O[Li].O.Cl, predict the reaction product. The product is: [CH2:30]([O:29][C:27]1[C:26]([O:32][CH2:33][CH3:34])=[CH:25][C:12]2[C:13]3[N:18]([CH:9]([CH2:8][N:7]4[CH2:2][CH2:3][CH2:4][C:5]4=[O:6])[CH2:10][C:11]=2[CH:28]=1)[CH:17]=[C:16]([C:19]([OH:21])=[O:20])[C:15](=[O:24])[CH:14]=3)[CH3:31]. (3) Given the reactants Br[C:2]1[CH:7]=[CH:6][C:5]([C@@H:8]([C:21]2[CH:26]=[CH:25][CH:24]=[CH:23][CH:22]=2)[O:9][C@@H:10]([CH2:17][CH:18]([CH3:20])[CH3:19])[C:11]([NH:13][CH2:14][C:15]#[N:16])=[O:12])=[CH:4][CH:3]=1.C([O-])([O-])=O.[Na+].[Na+].[CH3:33][N:34]([CH:36]=O)[CH3:35], predict the reaction product. The product is: [C:15]([CH2:14][NH:13][C:11](=[O:12])[C@@H:10]([O:9][C@H:8]([C:21]1[CH:26]=[CH:25][CH:24]=[CH:23][CH:22]=1)[C:5]1[CH:6]=[CH:7][C:2]([C:2]2[CH:7]=[CH:6][C:33]([N:34]3[CH2:36][CH2:14][NH:13][CH2:11][CH2:35]3)=[CH:4][CH:3]=2)=[CH:3][CH:4]=1)[CH2:17][CH:18]([CH3:20])[CH3:19])#[N:16].